This data is from Full USPTO retrosynthesis dataset with 1.9M reactions from patents (1976-2016). The task is: Predict the reactants needed to synthesize the given product. (1) The reactants are: [Li]CCCC.C(NC(C)C)(C)C.[Br:13][C:14]1[CH:19]=[CH:18][CH:17]=[C:16]([Cl:20])[CH:15]=1.[C:21](=[O:23])=[O:22]. Given the product [Br:13][C:14]1[CH:19]=[CH:18][CH:17]=[C:16]([Cl:20])[C:15]=1[C:21]([OH:23])=[O:22], predict the reactants needed to synthesize it. (2) Given the product [F:14][C:13]([F:16])([F:15])[C:10]1[CH:11]=[CH:12][C:7]([N:4]2[CH:5]=[N:6][C:2]([C:25]3[CH:31]=[CH:30][C:28]([NH2:29])=[CH:27][CH:26]=3)=[N:3]2)=[CH:8][CH:9]=1, predict the reactants needed to synthesize it. The reactants are: Br[C:2]1[N:6]=[CH:5][N:4]([C:7]2[CH:12]=[CH:11][C:10]([C:13]([F:16])([F:15])[F:14])=[CH:9][CH:8]=2)[N:3]=1.CC1(C)C(C)(C)OB([C:25]2[CH:31]=[CH:30][C:28]([NH2:29])=[CH:27][CH:26]=2)O1.C(=O)([O-])[O-].[K+].[K+]. (3) Given the product [Br:1][C:2]1[CH:3]=[C:4]([N:10]2[C:14]3=[N:15][CH:16]=[CH:17][CH:18]=[C:13]3[C:12]([C:19]([NH2:25])=[O:21])=[N:11]2)[CH:5]=[C:6]([O:8][CH3:9])[CH:7]=1, predict the reactants needed to synthesize it. The reactants are: [Br:1][C:2]1[CH:3]=[C:4]([N:10]2[C:14]3=[N:15][CH:16]=[CH:17][CH:18]=[C:13]3[C:12]([C:19]([O:21]C)=O)=[N:11]2)[CH:5]=[C:6]([O:8][CH3:9])[CH:7]=1.C([NH2:25])=O.C[O-].[Na+]. (4) Given the product [C:54]12([NH:64][C:17]([C:13]3([C:10]4[N:9]([CH3:20])[C:8]([C:3]5[CH:4]=[CH:5][CH:6]=[CH:7][C:2]=5[Cl:1])=[N:12][N:11]=4)[CH2:14][CH2:15][CH2:16]3)=[O:19])[CH2:61][CH:60]3[CH2:59][CH:58]([CH2:57][CH:56]([CH2:62]3)[CH2:55]1)[CH2:63]2, predict the reactants needed to synthesize it. The reactants are: [Cl:1][C:2]1[CH:7]=[CH:6][CH:5]=[CH:4][C:3]=1[C:8]1[N:9]([CH3:20])[C:10]([C:13]2([C:17]([OH:19])=O)[CH2:16][CH2:15][CH2:14]2)=[N:11][N:12]=1.C(N(C(C)C)CC)(C)C.F[P-](F)(F)(F)(F)F.Br[P+](N1CCCC1)(N1CCCC1)N1CCCC1.[C:54]12([NH2:64])[CH2:63][CH:58]3[CH2:59][CH:60]([CH2:62][CH:56]([CH2:57]3)[CH2:55]1)[CH2:61]2. (5) Given the product [N+:33]([C:29]1[CH:28]=[C:27]([CH:32]=[CH:31][CH:30]=1)[CH2:26][N:24]1[CH:25]=[C:21]([C:20]2[C:14]3[C:15](=[N:16][CH:17]=[C:12]([C:8]4[CH:7]=[C:6]([NH:5][S:2]([CH3:1])(=[O:4])=[O:3])[CH:11]=[CH:10][CH:9]=4)[CH:13]=3)[NH:18][CH:19]=2)[CH:22]=[N:23]1)([O-:35])=[O:34], predict the reactants needed to synthesize it. The reactants are: [CH3:1][S:2]([NH:5][C:6]1[CH:7]=[C:8]([C:12]2[CH:13]=[C:14]3[C:20]([C:21]4[CH:22]=[N:23][N:24]([CH2:26][C:27]5[CH:32]=[CH:31][CH:30]=[C:29]([N+:33]([O-:35])=[O:34])[CH:28]=5)[CH:25]=4)=[CH:19][N:18](C(OC(C)(C)C)=O)[C:15]3=[N:16][CH:17]=2)[CH:9]=[CH:10][CH:11]=1)(=[O:4])=[O:3].O1CCOCC1.Cl.C(OCC)(=O)C.C(=O)(O)[O-].[Na+]. (6) Given the product [NH2:12][C:9]1[CH:8]=[N:7][C:6]([N:4]2[CH2:5][C:2]([F:15])([F:1])[CH2:3]2)=[CH:11][CH:10]=1, predict the reactants needed to synthesize it. The reactants are: [F:1][C:2]1([F:15])[CH2:5][N:4]([C:6]2[CH:11]=[CH:10][C:9]([N+:12]([O-])=O)=[CH:8][N:7]=2)[CH2:3]1.[H][H]. (7) Given the product [C@@:1]12([CH2:11][S:12]([OH:15])(=[O:13])=[O:14])[C:8]([CH3:10])([CH3:9])[CH:5]([CH2:6][CH2:7]1)[CH2:4][C:2]2=[O:3].[NH:16]1[CH2:21][CH2:20][CH2:19][C@H:18]([OH:22])[CH2:17]1, predict the reactants needed to synthesize it. The reactants are: [C@@:1]12([CH2:11][S:12]([OH:15])(=[O:14])=[O:13])[C:8]([CH3:10])([CH3:9])[CH:5]([CH2:6][CH2:7]1)[CH2:4][C:2]2=[O:3].[NH:16]1[CH2:21][CH2:20][CH2:19][CH:18]([OH:22])[CH2:17]1.